Dataset: Full USPTO retrosynthesis dataset with 1.9M reactions from patents (1976-2016). Task: Predict the reactants needed to synthesize the given product. (1) Given the product [Cl:13][CH2:14][CH2:15][CH2:16][N:7]1[C:6]2[CH:10]=[C:2]([Cl:1])[CH:3]=[CH:4][C:5]=2[N:9]=[N:8]1, predict the reactants needed to synthesize it. The reactants are: [Cl:1][C:2]1[CH:3]=[CH:4][C:5]2[N:9]=[N:8][NH:7][C:6]=2[CH:10]=1.[OH-].[Na+].[Cl:13][CH2:14][CH2:15][CH2:16]Br. (2) Given the product [CH3:12][S:11][C:4]1[C:5]2[CH:10]=[CH:9][NH:8][C:6]=2[N:7]=[C:2]([NH:13][C:14]2[CH:15]=[CH:16][C:17]([N:20]3[CH2:21][CH2:22][N:23]([C:26](=[O:28])[CH3:27])[CH2:24][CH2:25]3)=[CH:18][CH:19]=2)[N:3]=1, predict the reactants needed to synthesize it. The reactants are: Cl[C:2]1[N:3]=[C:4]([S:11][CH3:12])[C:5]2[CH:10]=[CH:9][NH:8][C:6]=2[N:7]=1.[NH2:13][C:14]1[CH:19]=[CH:18][C:17]([N:20]2[CH2:25][CH2:24][N:23]([C:26](=[O:28])[CH3:27])[CH2:22][CH2:21]2)=[CH:16][CH:15]=1.C[Si](Cl)(C)C.O. (3) Given the product [Br:1][C:2]1[CH:3]=[N:4][C:5]([C:16]2([OH:18])[CH2:17][O:14][CH2:15]2)=[N:6][CH:7]=1, predict the reactants needed to synthesize it. The reactants are: [Br:1][C:2]1[CH:3]=[N:4][C:5](I)=[N:6][CH:7]=1.C([Li])CCC.[O:14]1[CH2:17][C:16](=[O:18])[CH2:15]1. (4) Given the product [OH:37][C@@H:35]([CH3:36])[C:33]([NH:1][C@@H:2]1[CH2:7][CH2:6][C@H:5]([NH:8][C:9]([C:11]2[C:15]3[N:16]=[CH:17][N:18]=[C:19]([C:20]4[CH:25]=[CH:24][C:23]([F:26])=[CH:22][C:21]=4[O:27][CH2:28][CH:29]4[CH2:30][CH2:31]4)[C:14]=3[NH:13][CH:12]=2)=[O:10])[CH2:4][CH2:3]1)=[O:34], predict the reactants needed to synthesize it. The reactants are: [NH2:1][C@@H:2]1[CH2:7][CH2:6][C@H:5]([NH:8][C:9]([C:11]2[C:15]3[N:16]=[CH:17][N:18]=[C:19]([C:20]4[CH:25]=[CH:24][C:23]([F:26])=[CH:22][C:21]=4[O:27][CH2:28][CH:29]4[CH2:31][CH2:30]4)[C:14]=3[NH:13][CH:12]=2)=[O:10])[CH2:4][CH2:3]1.Cl[C:33]([C@@H:35]([O:37]C(=O)C)[CH3:36])=[O:34]. (5) Given the product [OH:4][C:5]1[C:6]([C:11]([F:12])([F:13])[F:14])=[CH:7][CH:8]=[CH:9][C:10]=1[C:26]([OH:25])=[O:30], predict the reactants needed to synthesize it. The reactants are: COC[O:4][C:5]1[CH:10]=[CH:9][CH:8]=[CH:7][C:6]=1[C:11]([F:14])([F:13])[F:12].C([Li])CCC.Cl.CC([O:25][CH3:26])(C)C.C1C[O:30]CC1. (6) Given the product [O:11]1[C:15]2([CH2:16][CH2:17][C:18]([O:21][S:29]([C:32]([F:35])([F:34])[F:33])(=[O:31])=[O:30])=[CH:19][CH2:20]2)[O:14][CH2:13][CH2:12]1, predict the reactants needed to synthesize it. The reactants are: C[Si]([N-][Si](C)(C)C)(C)C.[Li+].[O:11]1[C:15]2([CH2:20][CH2:19][C:18](=[O:21])[CH2:17][CH2:16]2)[O:14][CH2:13][CH2:12]1.C1C=CC(N([S:29]([C:32]([F:35])([F:34])[F:33])(=[O:31])=[O:30])[S:29]([C:32]([F:35])([F:34])[F:33])(=[O:31])=[O:30])=CC=1.